From a dataset of Forward reaction prediction with 1.9M reactions from USPTO patents (1976-2016). Predict the product of the given reaction. (1) Given the reactants FC(F)(F)S(O[C:7]1[C:15]2[C:10](=[CH:11][C:12]([C:17]#[N:18])=[C:13]([F:16])[CH:14]=2)[N:9]([CH3:19])[N:8]=1)(=O)=O.[Cl:22][C:23]1[C:24]([O:38][CH2:39][CH:40]([CH3:42])[CH3:41])=[N:25][CH:26]=[C:27](B2OC(C)(C)C(C)(C)O2)[CH:28]=1.C([O-])([O-])=O.[Cs+].[Cs+], predict the reaction product. The product is: [Cl:22][C:23]1[CH:28]=[C:27]([C:7]2[C:15]3[C:10](=[CH:11][C:12]([C:17]#[N:18])=[C:13]([F:16])[CH:14]=3)[N:9]([CH3:19])[N:8]=2)[CH:26]=[N:25][C:24]=1[O:38][CH2:39][CH:40]([CH3:42])[CH3:41]. (2) Given the reactants [I:1][C:2]1[CH:3]=[C:4]([CH3:9])[CH:5]=[C:6]([CH3:8])[CH:7]=1.[NH:10]1[CH2:14][CH2:13][CH2:12][C:11]1=[O:15].CN[CH2:18][CH2:19]N, predict the reaction product. The product is: [I:1][C:2]1[CH:7]=[C:6]([CH3:8])[CH:5]=[C:4]([CH3:9])[CH:3]=1.[NH:10]1[CH2:14][CH2:13][CH2:12][C:11]1=[O:15].[CH3:11][CH2:12][CH2:13][CH2:18][CH2:19][CH2:7][CH2:2][CH2:3][CH2:4][CH2:5][CH2:6][CH3:8].[CH3:8][C:6]1[CH:7]=[C:2]([N:10]2[CH2:14][CH2:13][CH2:12][C:11]2=[O:15])[CH:3]=[C:4]([CH3:9])[CH:5]=1. (3) Given the reactants C(N(C(C)C)CC)(C)C.[CH3:10][NH:11][C:12]1[CH:17]=[CH:16][CH:15]=[CH:14][N:13]=1.ClCCl.Cl[C:22]1[O:23][C:24]2[C:25](=[C:27]([C:39]#[N:40])[C:28]([CH3:38])=[C:29]([C:32]3[CH:37]=[CH:36][CH:35]=[CH:34][CH:33]=3)[C:30]=2[F:31])[N:26]=1, predict the reaction product. The product is: [F:31][C:30]1[C:29]([C:32]2[CH:37]=[CH:36][CH:35]=[CH:34][CH:33]=2)=[C:28]([CH3:38])[C:27]([C:39]#[N:40])=[C:25]2[C:24]=1[O:23][C:22]([N:11]([CH3:10])[C:12]1[CH:17]=[CH:16][CH:15]=[CH:14][N:13]=1)=[N:26]2. (4) The product is: [ClH:39].[ClH:39].[C:1]12([CH2:11][C:12]([NH:14][C:15]3[C:24]([CH3:25])=[CH:23][CH:22]=[C:21]4[C:16]=3[CH:17]=[CH:18][C:19]([N:26]3[CH2:30][CH2:29][C@H:28]([NH2:31])[CH2:27]3)=[N:20]4)=[O:13])[CH2:8][CH:7]3[CH2:9][CH:3]([CH2:4][CH:5]([CH2:6]3)[CH2:10]1)[CH2:2]2. Given the reactants [C:1]12([CH2:11][C:12]([NH:14][C:15]3[C:24]([CH3:25])=[CH:23][CH:22]=[C:21]4[C:16]=3[CH:17]=[CH:18][C:19]([N:26]3[CH2:30][CH2:29][C@H:28]([NH:31]C(=O)OC(C)(C)C)[CH2:27]3)=[N:20]4)=[O:13])[CH2:10][CH:5]3[CH2:6][CH:7]([CH2:9][CH:3]([CH2:4]3)[CH2:2]1)[CH2:8]2.[ClH:39].[OH-].[Na+], predict the reaction product. (5) Given the reactants [CH:1]1([CH:4]([OH:6])[CH3:5])[CH2:3][CH2:2]1.[Cl:7][C:8]1[C:13]([Cl:14])=[CH:12][CH:11]=[CH:10][C:9]=1[S:15]([NH:18][C:19]1[C:24](Cl)=[N:23][C:22]([Cl:26])=[CH:21][N:20]=1)(=[O:17])=[O:16], predict the reaction product. The product is: [Cl:7][C:8]1[C:13]([Cl:14])=[CH:12][CH:11]=[CH:10][C:9]=1[S:15]([NH:18][C:19]1[C:24]([O:6][CH:4]([CH:1]2[CH2:3][CH2:2]2)[CH3:5])=[N:23][C:22]([Cl:26])=[CH:21][N:20]=1)(=[O:17])=[O:16]. (6) Given the reactants [CH3:1][C:2]1[N:3]=[C:4]([C:9]2[CH:14]=[CH:13][C:12]([C:15]([F:18])([F:17])[F:16])=[CH:11][CH:10]=2)[S:5][C:6]=1[CH2:7][OH:8], predict the reaction product. The product is: [CH3:1][C:2]1[N:3]=[C:4]([C:9]2[CH:10]=[CH:11][C:12]([C:15]([F:18])([F:16])[F:17])=[CH:13][CH:14]=2)[S:5][C:6]=1[CH:7]=[O:8]. (7) The product is: [C@@H:11]1([C:21]([Cl:26])=[O:23])[C:20]2[C:15](=[CH:16][CH:17]=[CH:18][CH:19]=2)[CH2:14][CH2:13][CH2:12]1. Given the reactants C1C2C(=CC=CC=2)CCC1.[CH:11]1([C:21]([OH:23])=O)[C:20]2[C:15](=[CH:16][CH:17]=[CH:18][CH:19]=2)[CH2:14][CH2:13][CH2:12]1.S(Cl)([Cl:26])=O, predict the reaction product.